Dataset: Peptide-MHC class II binding affinity with 134,281 pairs from IEDB. Task: Regression. Given a peptide amino acid sequence and an MHC pseudo amino acid sequence, predict their binding affinity value. This is MHC class II binding data. (1) The peptide sequence is LPVPPTVTVFKIPKK. The MHC is HLA-DQA10104-DQB10503 with pseudo-sequence HLA-DQA10104-DQB10503. The binding affinity (normalized) is 0.0678. (2) The peptide sequence is KWCFEGPEEHEILND. The MHC is DRB3_0101 with pseudo-sequence DRB3_0101. The binding affinity (normalized) is 0.384. (3) The peptide sequence is KKLIPSWASVKEDLV. The MHC is DRB1_1301 with pseudo-sequence DRB1_1301. The binding affinity (normalized) is 0.447.